Task: Predict which catalyst facilitates the given reaction.. Dataset: Catalyst prediction with 721,799 reactions and 888 catalyst types from USPTO (1) Reactant: [CH2:1]1[C@@H:5]([CH2:6][CH2:7][CH2:8][CH2:9][C:10]([OH:12])=O)[S:4][S:3][CH2:2]1.O[N:14]1C(=O)CCC1=O.C(Cl)CCl. Product: [CH2:1]1[C@@H:5]([CH2:6][CH2:7][CH2:8][CH2:9][C:10]([NH2:14])=[O:12])[S:4][S:3][CH2:2]1. The catalyst class is: 124. (2) Reactant: [CH3:1][C:2]1[C:6]([C:7]2[C:8]([O:29][CH3:30])=[CH:9][C:10]3[C:11]4[N:19]([C@@H:20]([C:22]5[CH:27]=[CH:26][CH:25]=[CH:24][N:23]=5)[CH3:21])[C:18](=[O:28])[NH:17][C:12]=4[CH:13]=[N:14][C:15]=3[CH:16]=2)=[C:5]([CH3:31])[O:4][N:3]=1.C(N=P1(N(CC)CC)N(C)CCCN1C)(C)(C)C.[CH3:50][O:51][CH2:52][CH2:53]Br. Product: [CH3:1][C:2]1[C:6]([C:7]2[C:8]([O:29][CH3:30])=[CH:9][C:10]3[C:11]4[N:19]([C@@H:20]([C:22]5[CH:27]=[CH:26][CH:25]=[CH:24][N:23]=5)[CH3:21])[C:18](=[O:28])[N:17]([CH2:53][CH2:52][O:51][CH3:50])[C:12]=4[CH:13]=[N:14][C:15]=3[CH:16]=2)=[C:5]([CH3:31])[O:4][N:3]=1. The catalyst class is: 623. (3) Reactant: [F:1][C:2]([F:23])([F:22])[C:3]1[CH:4]=[C:5]([CH:15]=[C:16]([C:18]([F:21])([F:20])[F:19])[CH:17]=1)[CH2:6][NH:7][C:8]1[N:13]=[CH:12][C:11]([Br:14])=[CH:10][N:9]=1.[H-].[Na+].Br[CH2:27][C:28]1[CH:33]=[C:32]([C:34]([F:37])([F:36])[F:35])[CH:31]=[CH:30][C:29]=1[F:38].O. Product: [F:23][C:2]([F:1])([F:22])[C:3]1[CH:4]=[C:5]([CH:15]=[C:16]([C:18]([F:21])([F:20])[F:19])[CH:17]=1)[CH2:6][N:7]([C:8]1[N:13]=[CH:12][C:11]([Br:14])=[CH:10][N:9]=1)[CH2:27][C:28]1[CH:33]=[C:32]([C:34]([F:35])([F:37])[F:36])[CH:31]=[CH:30][C:29]=1[F:38]. The catalyst class is: 42. (4) Reactant: [Cl:1][C:2]1[CH:3]=[C:4]([C@@:8]2([C@@H:15]3[CH2:20][CH2:19][CH2:18][N:17]([C:21]([O:23][C:24]([CH3:27])([CH3:26])[CH3:25])=[O:22])[CH2:16]3)[CH2:13][CH2:12][CH2:11][C:10](=[O:14])[O:9]2)[CH:5]=[CH:6][CH:7]=1.[CH3:28][NH2:29]. Product: [Cl:1][C:2]1[CH:3]=[C:4]([C@:8]([C@@H:15]2[CH2:20][CH2:19][CH2:18][N:17]([C:21]([O:23][C:24]([CH3:27])([CH3:26])[CH3:25])=[O:22])[CH2:16]2)([OH:9])[CH2:13][CH2:12][CH2:11][C:10]([NH:29][CH3:28])=[O:14])[CH:5]=[CH:6][CH:7]=1. The catalyst class is: 5. (5) Reactant: [C:1]([O:5][C:6](=[O:24])[CH2:7][CH2:8][CH2:9][CH2:10][CH2:11][CH2:12][CH2:13][CH2:14][CH2:15][CH2:16][CH2:17][CH2:18][CH2:19][CH2:20][C:21]([OH:23])=[O:22])([CH3:4])([CH3:3])[CH3:2].N1C=CC=CC=1.FC(F)(F)C(O[C:36]1[C:41]([F:42])=[C:40]([F:43])[C:39]([F:44])=[C:38]([F:45])[C:37]=1[F:46])=O.C(O)(=O)CC(CC(O)=O)(C(O)=O)O. Product: [C:6]([O:5][C:1]([CH3:4])([CH3:2])[CH3:3])(=[O:24])[CH2:7][CH2:8][CH2:9][CH2:10][CH2:11][CH2:12][CH2:13][CH2:14][CH2:15][CH2:16][CH2:17][CH2:18][CH2:19][CH2:20][C:21]([O:23][C:36]1[C:37]([F:46])=[C:38]([F:45])[C:39]([F:44])=[C:40]([F:43])[C:41]=1[F:42])=[O:22]. The catalyst class is: 9. (6) Reactant: [OH:1][C@H:2]1[C:10]2[C:5](=[CH:6][CH:7]=[CH:8][CH:9]=2)[CH2:4][C@:3]1([CH2:20][C:21]1[CH:29]=[CH:28][C:24]([C:25]([OH:27])=[O:26])=[CH:23][CH:22]=1)[C:11]1[CH2:12][C:13]2[C:18]([CH:19]=1)=[CH:17][CH:16]=[CH:15][CH:14]=2.C([O-])([O-])=O.[K+].[K+].[CH2:36](I)[CH3:37]. Product: [OH:1][C@H:2]1[C:10]2[C:5](=[CH:6][CH:7]=[CH:8][CH:9]=2)[CH2:4][C@:3]1([CH2:20][C:21]1[CH:29]=[CH:28][C:24]([C:25]([O:27][CH2:36][CH3:37])=[O:26])=[CH:23][CH:22]=1)[C:11]1[CH2:12][C:13]2[C:18]([CH:19]=1)=[CH:17][CH:16]=[CH:15][CH:14]=2. The catalyst class is: 517. (7) Reactant: [CH:1]1[C:6]([CH2:7][CH2:8][OH:9])=[CH:5][CH:4]=[C:3]([OH:10])[CH:2]=1.N1C=CC=CC=1.ClC(Cl)([O:20][C:21](=[O:27])[O:22]C(Cl)(Cl)Cl)Cl.Cl. The catalyst class is: 2. Product: [CH:1]1[C:6]([CH2:7][CH2:8][OH:9])=[CH:5][CH:4]=[C:3]([OH:10])[CH:2]=1.[C:21](=[O:20])([O-:27])[O-:22]. (8) Reactant: C[Si](C)(C)[O-:3].[Na+].[Br:7][C:8]1[C:13]([F:14])=[CH:12][C:11]([N+:15]([O-:17])=[O:16])=[C:10](F)[CH:9]=1. Product: [Br:7][C:8]1[C:13]([F:14])=[CH:12][C:11]([N+:15]([O-:17])=[O:16])=[C:10]([OH:3])[CH:9]=1. The catalyst class is: 1. (9) Reactant: [Cl:1][C:2]1[CH:11]=[CH:10][C:9]2[C:4](=[CH:5][CH:6]=[C:7]([CH2:12][N:13]([CH3:15])[CH3:14])[CH:8]=2)[C:3]=1[CH2:16][C:17]([OH:19])=O.[NH3:20]. Product: [Cl:1][C:2]1[CH:11]=[CH:10][C:9]2[C:4](=[CH:5][CH:6]=[C:7]([CH2:12][N:13]([CH3:15])[CH3:14])[CH:8]=2)[C:3]=1[CH2:16][C:17]([NH2:20])=[O:19]. The catalyst class is: 3.